Predict the reaction yield, written as a fraction of the theoretical maximum amount of product (1.0 means a 100% yield; for example, 0.34 means a 34% yield). From a dataset of Reaction yield outcomes from USPTO patents with 853,638 reactions. The reactants are [F:1][C:2]([F:11])([F:10])[C:3]1[CH:8]=[CH:7][C:6](Br)=[CH:5][CH:4]=1.[CH3:12][O-:13].[Na+].CO. The catalyst is O. The product is [F:1][C:2]([F:11])([F:10])[C:3]1[CH:8]=[CH:7][C:6]([O:13][CH3:12])=[CH:5][CH:4]=1. The yield is 0.626.